From a dataset of KCNQ2 potassium channel screen with 302,405 compounds. Binary Classification. Given a drug SMILES string, predict its activity (active/inactive) in a high-throughput screening assay against a specified biological target. (1) The molecule is O=C(N(CCCCCC)C(c1ccccc1)C(=O)NCCCC)CCCCCN1C(=C(C(NC1=O)c1ccc(cc1)c1ccccc1)C(OCc1ccccc1)=O)C. The result is 0 (inactive). (2) The compound is S(=O)(=O)(NC(CC(OCC)=O)c1cc([N+]([O-])=O)ccc1)c1cc(c(OC)cc1)C. The result is 0 (inactive). (3) The drug is O=C(NC1C(CCCC1)C)Cn1c(cc(c(c1=O)C#N)C)C. The result is 0 (inactive).